Dataset: Full USPTO retrosynthesis dataset with 1.9M reactions from patents (1976-2016). Task: Predict the reactants needed to synthesize the given product. (1) The reactants are: [N:1]1[CH:6]=[CH:5][CH:4]=[CH:3][C:2]=1[CH:7]1[C:16](=O)[C:15]2[C:10](=[CH:11][CH:12]=[CH:13][CH:14]=2)[O:9][CH2:8]1.N1C=CC=CC=1.C(O)C.Cl.Cl.[CH3:29][N:30]([CH2:32][CH2:33][O:34][NH2:35])[CH3:31]. Given the product [CH3:29][N:30]([CH3:31])[CH2:32][CH2:33][O:34][N:35]=[C:16]1[C:15]2[C:10](=[CH:11][CH:12]=[CH:13][CH:14]=2)[O:9][CH2:8][CH:7]1[C:2]1[CH:3]=[CH:4][CH:5]=[CH:6][N:1]=1, predict the reactants needed to synthesize it. (2) Given the product [CH3:22][C:23]1[C:27]([C:2]2[CH:3]=[C:4]3[N:20]([CH3:21])[CH:19]=[CH:18][C:5]3=[N:6][C:7]=2[C@@H:8]([NH:10][C:11](=[O:17])[O:12][C:13]([CH3:16])([CH3:15])[CH3:14])[CH3:9])=[C:26]([CH3:37])[NH:25][N:24]=1, predict the reactants needed to synthesize it. The reactants are: Br[C:2]1[CH:3]=[C:4]2[N:20]([CH3:21])[CH:19]=[CH:18][C:5]2=[N:6][C:7]=1[C@@H:8]([NH:10][C:11](=[O:17])[O:12][C:13]([CH3:16])([CH3:15])[CH3:14])[CH3:9].[CH3:22][C:23]1[C:27](B2OC(C)(C)C(C)(C)O2)=[C:26]([CH3:37])[NH:25][N:24]=1.C(=O)([O-])[O-].[K+].[K+]. (3) Given the product [CH2:1]([N:8]([CH2:9][C@H:10]1[CH2:19][C@@:18]23[CH2:20][CH2:21][C@:11]1([O:36][CH3:37])[C@@H:12]1[O:29][C:27]4=[C:28]5[C@@:13]12[CH2:14][CH2:15][N:16]([CH2:32][CH:33]1[CH2:35][CH2:34]1)[C@@H:17]3[CH2:22][C:23]5=[CH:24][CH:25]=[C:26]4[O:30][CH3:31])[C:44](=[O:46])[CH3:45])[C:2]1[CH:3]=[CH:4][CH:5]=[CH:6][CH:7]=1, predict the reactants needed to synthesize it. The reactants are: [CH2:1]([NH:8][CH2:9][C@H:10]1[CH2:19][C@@:18]23[CH2:20][CH2:21][C@:11]1([O:36][CH3:37])[C@@H:12]1[O:29][C:27]4=[C:28]5[C@@:13]12[CH2:14][CH2:15][N:16]([CH2:32][CH:33]1[CH2:35][CH2:34]1)[C@@H:17]3[CH2:22][C:23]5=[CH:24][CH:25]=[C:26]4[O:30][CH3:31])[C:2]1[CH:7]=[CH:6][CH:5]=[CH:4][CH:3]=1.N1C=CC=CC=1.[C:44](OC(=O)C)(=[O:46])[CH3:45]. (4) Given the product [NH2:13][CH:14]([C:20]1[CH:25]=[CH:24][C:23]([O:26][CH3:27])=[C:22]([O:28][CH3:29])[CH:21]=1)[CH2:15][C:16]([O:18][CH3:19])=[O:17], predict the reactants needed to synthesize it. The reactants are: C(N[C@H](C(O)=O)CC(C)C)(=O)C.[NH2:13][CH:14]([C:20]1[CH:25]=[CH:24][C:23]([O:26][CH3:27])=[C:22]([O:28][CH3:29])[CH:21]=1)[CH2:15][C:16]([O:18][CH3:19])=[O:17].C(Cl)Cl.[OH-].[Na+]. (5) Given the product [C:14]([O:13][C:11]([N:7]1[C:8]2[C:4](=[CH:3][C:2]([NH:1][S:34]([C:29]3[CH:30]=[CH:31][CH:32]=[CH:33][C:28]=3[S:25]([CH3:24])(=[O:27])=[O:26])(=[O:36])=[O:35])=[CH:10][CH:9]=2)[C:5]([CH3:18])=[N:6]1)=[O:12])([CH3:15])([CH3:17])[CH3:16], predict the reactants needed to synthesize it. The reactants are: [NH2:1][C:2]1[CH:3]=[C:4]2[C:8](=[CH:9][CH:10]=1)[N:7]([C:11]([O:13][C:14]([CH3:17])([CH3:16])[CH3:15])=[O:12])[N:6]=[C:5]2[CH3:18].O1CCCC1.[CH3:24][S:25]([C:28]1[CH:33]=[CH:32][CH:31]=[CH:30][C:29]=1[S:34](Cl)(=[O:36])=[O:35])(=[O:27])=[O:26]. (6) The reactants are: [CH3:1][C:2]1[N:7]=[C:6]([C:8]([O:10]C)=[O:9])[C:5]([C:12]2[N:17]=[CH:16][CH:15]=[CH:14][N:13]=2)=[CH:4][CH:3]=1.O.[Li+:19].[OH-]. Given the product [Li+:19].[CH3:1][C:2]1[N:7]=[C:6]([C:8]([O-:10])=[O:9])[C:5]([C:12]2[N:17]=[CH:16][CH:15]=[CH:14][N:13]=2)=[CH:4][CH:3]=1, predict the reactants needed to synthesize it. (7) Given the product [CH2:1]([O:8][C:9]([C:10]1([CH2:15][CH:16]=[C:17]([CH3:19])[CH3:18])[CH2:11][C:12](=[O:13])[O:20]1)=[O:21])[C:2]1[CH:7]=[CH:6][CH:5]=[CH:4][CH:3]=1, predict the reactants needed to synthesize it. The reactants are: [CH2:1]([O:8][C:9](=[O:21])[C:10]([OH:20])([CH2:15][CH:16]=[C:17]([CH3:19])[CH3:18])[CH2:11][C:12](O)=[O:13])[C:2]1[CH:7]=[CH:6][CH:5]=[CH:4][CH:3]=1.C(N(CC)CC)C.ClC1C=C(Cl)C=C(Cl)C=1C(Cl)=O.CCOC(C)=O. (8) Given the product [CH2:12]([N:19]([C:2]1[CH:7]=[CH:6][C:5]([N+:8]([O-:10])=[O:9])=[CH:4][C:3]=1[F:11])[CH3:20])[C:13]1[CH:18]=[CH:17][CH:16]=[CH:15][CH:14]=1, predict the reactants needed to synthesize it. The reactants are: F[C:2]1[CH:7]=[CH:6][C:5]([N+:8]([O-:10])=[O:9])=[CH:4][C:3]=1[F:11].[CH2:12]([NH:19][CH3:20])[C:13]1[CH:18]=[CH:17][CH:16]=[CH:15][CH:14]=1.C([O-])([O-])=O.[K+].[K+].